From a dataset of Full USPTO retrosynthesis dataset with 1.9M reactions from patents (1976-2016). Predict the reactants needed to synthesize the given product. (1) Given the product [CH3:1][O:2][C:3]1[CH:4]=[C:5]([CH:8]=[CH:9][CH:10]=1)[CH2:6][C:17]([CH2:16][CH2:15][C:14]([F:13])([F:22])[F:23])([C:18]#[N:19])[C:20]#[N:21], predict the reactants needed to synthesize it. The reactants are: [CH3:1][O:2][C:3]1[CH:4]=[C:5]([CH:8]=[CH:9][CH:10]=1)[CH2:6]Br.[H-].[Na+].[F:13][C:14]([F:23])([F:22])[CH2:15][CH2:16][CH:17]([C:20]#[N:21])[C:18]#[N:19]. (2) Given the product [C:1]([O:4][C@H:5]([C@H:8]([C@@H:13]([C@@H:18]([CH2:23][O:24][C:25](=[O:27])[CH3:26])[O:19][C:20](=[O:22])[CH3:21])[O:14][C:15](=[O:17])[CH3:16])[O:9][C:10](=[O:12])[CH3:11])[CH:6]=[O:7])(=[O:3])[CH3:2].[Br-:31], predict the reactants needed to synthesize it. The reactants are: [C:1]([O:4][C@H:5]([C@H:8]([C@@H:13]([C@@H:18]([CH2:23][O:24][C:25](=[O:27])[CH3:26])[O:19][C:20](=[O:22])[CH3:21])[O:14][C:15](=[O:17])[CH3:16])[O:9][C:10](=[O:12])[CH3:11])[CH:6]=[O:7])(=[O:3])[CH3:2].C(Cl)Cl.[BrH:31].